This data is from NCI-60 drug combinations with 297,098 pairs across 59 cell lines. The task is: Regression. Given two drug SMILES strings and cell line genomic features, predict the synergy score measuring deviation from expected non-interaction effect. (1) Drug 1: CC12CCC3C(C1CCC2=O)CC(=C)C4=CC(=O)C=CC34C. Drug 2: CCCS(=O)(=O)NC1=C(C(=C(C=C1)F)C(=O)C2=CNC3=C2C=C(C=N3)C4=CC=C(C=C4)Cl)F. Cell line: NCI/ADR-RES. Synergy scores: CSS=34.0, Synergy_ZIP=2.25, Synergy_Bliss=-0.736, Synergy_Loewe=-0.891, Synergy_HSA=-1.40. (2) Drug 1: CC12CCC3C(C1CCC2=O)CC(=C)C4=CC(=O)C=CC34C. Drug 2: C1=CC(=CC=C1C#N)C(C2=CC=C(C=C2)C#N)N3C=NC=N3. Cell line: SK-OV-3. Synergy scores: CSS=21.3, Synergy_ZIP=-7.53, Synergy_Bliss=-4.83, Synergy_Loewe=-4.67, Synergy_HSA=-4.60. (3) Drug 1: CC(CN1CC(=O)NC(=O)C1)N2CC(=O)NC(=O)C2. Drug 2: C(CCl)NC(=O)N(CCCl)N=O. Cell line: LOX IMVI. Synergy scores: CSS=34.8, Synergy_ZIP=-8.59, Synergy_Bliss=-3.19, Synergy_Loewe=-2.24, Synergy_HSA=-0.00515. (4) Drug 1: CNC(=O)C1=CC=CC=C1SC2=CC3=C(C=C2)C(=NN3)C=CC4=CC=CC=N4. Drug 2: CN1C(=O)N2C=NC(=C2N=N1)C(=O)N. Cell line: UACC62. Synergy scores: CSS=-3.04, Synergy_ZIP=0.127, Synergy_Bliss=-3.39, Synergy_Loewe=-8.77, Synergy_HSA=-5.63.